From a dataset of NCI-60 drug combinations with 297,098 pairs across 59 cell lines. Regression. Given two drug SMILES strings and cell line genomic features, predict the synergy score measuring deviation from expected non-interaction effect. (1) Drug 1: CCN(CC)CCNC(=O)C1=C(NC(=C1C)C=C2C3=C(C=CC(=C3)F)NC2=O)C. Drug 2: CCC1=C2CN3C(=CC4=C(C3=O)COC(=O)C4(CC)O)C2=NC5=C1C=C(C=C5)O. Cell line: SK-OV-3. Synergy scores: CSS=62.7, Synergy_ZIP=4.62, Synergy_Bliss=6.64, Synergy_Loewe=5.73, Synergy_HSA=8.80. (2) Drug 1: CC12CCC(CC1=CCC3C2CCC4(C3CC=C4C5=CN=CC=C5)C)O. Drug 2: COC1=CC(=CC(=C1O)OC)C2C3C(COC3=O)C(C4=CC5=C(C=C24)OCO5)OC6C(C(C7C(O6)COC(O7)C8=CC=CS8)O)O. Cell line: COLO 205. Synergy scores: CSS=29.6, Synergy_ZIP=-2.17, Synergy_Bliss=-6.02, Synergy_Loewe=-36.7, Synergy_HSA=-8.74.